This data is from Full USPTO retrosynthesis dataset with 1.9M reactions from patents (1976-2016). The task is: Predict the reactants needed to synthesize the given product. (1) Given the product [Cl:14][C:15]1[CH:16]=[N:17][C:18]2[C:23]([CH:24]=1)=[CH:22][C:21]([CH2:25][C:26]1[CH:27]=[C:28]([CH:32]=[CH:33][N:34]=1)[C:29]([NH:36][CH2:35][C:4]1[CH:5]=[C:6]3[C:10](=[CH:11][C:3]=1[F:2])[NH:9][N:8]=[CH:7]3)=[O:31])=[CH:20][CH:19]=2, predict the reactants needed to synthesize it. The reactants are: Cl.[F:2][C:3]1[CH:11]=[C:10]2[C:6]([CH:7]=[N:8][NH:9]2)=[CH:5][C:4]=1NC.[Cl:14][C:15]1[CH:16]=[N:17][C:18]2[C:23]([CH:24]=1)=[CH:22][C:21]([CH2:25][C:26]1[CH:27]=[C:28]([CH:32]=[CH:33][N:34]=1)[C:29]([OH:31])=O)=[CH:20][CH:19]=2.[CH3:35][N:36](C(ON1N=NC2C=CC=NC1=2)=[N+](C)C)C.F[P-](F)(F)(F)(F)F. (2) Given the product [CH3:45][C:44]1[CH:46]=[CH:47][C:41]([S:38]([O:18][CH2:17][CH2:16][N:15]=[S@@:12]2(=[O:14])[C:11]([CH3:19])([CH3:20])[C:10]([NH:21][C:22]([O:23][C:24]([CH3:27])([CH3:25])[CH3:26])=[O:28])=[N:9][C@@:8]([C:6]3[C:5]([F:30])=[C:4]([Si:31]([CH2:36][CH3:37])([CH2:34][CH3:35])[CH2:32][CH3:33])[CH:3]=[C:2]([Br:1])[N:7]=3)([CH3:29])[CH2:13]2)(=[O:40])=[O:39])=[CH:42][CH:43]=1, predict the reactants needed to synthesize it. The reactants are: [Br:1][C:2]1[N:7]=[C:6]([C@:8]2([CH3:29])[CH2:13][S@:12](=[N:15][CH2:16][CH2:17][OH:18])(=[O:14])[C:11]([CH3:20])([CH3:19])[C:10]([NH:21][C:22](=[O:28])[O:23][C:24]([CH3:27])([CH3:26])[CH3:25])=[N:9]2)[C:5]([F:30])=[C:4]([Si:31]([CH2:36][CH3:37])([CH2:34][CH3:35])[CH2:32][CH3:33])[CH:3]=1.[S:38](Cl)([C:41]1[CH:47]=[CH:46][C:44]([CH3:45])=[CH:43][CH:42]=1)(=[O:40])=[O:39].C(N(CC)CC)C.O. (3) Given the product [F:35][C:28]1[C:29]([F:34])=[C:30]([F:33])[C:31]([F:32])=[C:26]([F:25])[C:27]=1[S:36]([O-:39])(=[O:38])=[O:37].[C:21]([IH+:14]([C:10]([CH3:13])([CH3:12])[CH3:11])[C:15]1[CH:20]=[CH:19][CH:18]=[CH:17][CH:16]=1)([CH3:24])([CH3:23])[CH3:22], predict the reactants needed to synthesize it. The reactants are: C(OP([O-])(OCC)=O)C.[C:10]([IH+:14]([C:21]([CH3:24])([CH3:23])[CH3:22])[C:15]1[CH:20]=[CH:19][CH:18]=[CH:17][CH:16]=1)([CH3:13])([CH3:12])[CH3:11].[F:25][C:26]1[C:31]([F:32])=[C:30]([F:33])[C:29]([F:34])=[C:28]([F:35])[C:27]=1[S:36]([OH:39])(=[O:38])=[O:37].N.